Dataset: Forward reaction prediction with 1.9M reactions from USPTO patents (1976-2016). Task: Predict the product of the given reaction. Given the reactants C12N(C3C=NC4C(=CC=CC=4)N=3)CC1CCNC2.[CH:19]12[CH2:25][NH:24][CH:23]1[CH2:22][N:21]([C:26]([C:28]1[N:29]=[C:30]([CH3:40])[S:31][C:32]=1[C:33]1[CH:38]=[CH:37][CH:36]=[CH:35][C:34]=1[F:39])=[O:27])[CH2:20]2.Cl[C:42]1[N:47]=[C:46]([C:48]2[CH:53]=[CH:52][CH:51]=[CH:50][CH:49]=2)[CH:45]=[CH:44][N:43]=1, predict the reaction product. The product is: [F:39][C:34]1[CH:35]=[CH:36][CH:37]=[CH:38][C:33]=1[C:32]1[S:31][C:30]([CH3:40])=[N:29][C:28]=1[C:26]([N:21]1[CH2:22][CH:23]2[CH:19]([CH2:25][N:24]2[C:42]2[N:47]=[C:46]([C:48]3[CH:53]=[CH:52][CH:51]=[CH:50][CH:49]=3)[CH:45]=[CH:44][N:43]=2)[CH2:20]1)=[O:27].